Dataset: Full USPTO retrosynthesis dataset with 1.9M reactions from patents (1976-2016). Task: Predict the reactants needed to synthesize the given product. (1) Given the product [N+:8]([C:4]1[CH:5]=[CH:6][CH:7]=[C:2]([C:23]2[CH:28]=[CH:27][N:26]=[CH:25][CH:24]=2)[C:3]=1[NH:11][C:12](=[O:14])[CH3:13])([O-:10])=[O:9], predict the reactants needed to synthesize it. The reactants are: Br[C:2]1[CH:7]=[CH:6][CH:5]=[C:4]([N+:8]([O-:10])=[O:9])[C:3]=1[NH:11][C:12](=[O:14])[CH3:13].CC1(C)C(C)(C)OB([C:23]2[CH:28]=[CH:27][N:26]=[CH:25][CH:24]=2)O1.C([O-])([O-])=O.[Na+].[Na+].COCCOC. (2) Given the product [NH:18]1[CH2:17][CH2:16][CH:15]([O:14][C:12]2[CH:11]=[C:10]([CH2:33][CH2:34][OH:30])[CH:9]=[C:8]([C:7]([F:6])([F:28])[F:29])[N:13]=2)[CH2:20][CH2:19]1, predict the reactants needed to synthesize it. The reactants are: C([Li])CCC.[F:6][C:7]([F:29])([F:28])[C:8]1[N:13]=[C:12]([O:14][CH:15]2[CH2:20][CH2:19][N:18](C(OC(C)(C)C)=O)[CH2:17][CH2:16]2)[CH:11]=[CH:10][CH:9]=1.[O:30]1[CH2:34][CH2:33]OS1(=O)=O.Cl.O.C(=O)(O)[O-].[Na+].